From a dataset of Reaction yield outcomes from USPTO patents with 853,638 reactions. Predict the reaction yield, written as a fraction of the theoretical maximum amount of product (1.0 means a 100% yield; for example, 0.34 means a 34% yield). (1) The reactants are [CH3:1][C:2]1[O:6][N:5]=[C:4]([C:7]2[CH:12]=[CH:11][CH:10]=[CH:9][CH:8]=2)[C:3]=1[CH2:13][O:14][C:15]1[N:20]=[CH:19][C:18]([C:21]([NH:23][CH:24]2[CH2:29][CH2:28][CH2:27][N:26]([CH2:30][C:31]([OH:33])=O)[CH2:25]2)=[O:22])=[CH:17][CH:16]=1.[CH2:34]([NH2:36])[CH3:35]. The catalyst is O. The product is [CH2:34]([NH:36][C:31]([CH2:30][N:26]1[CH2:27][CH2:28][CH2:29][CH:24]([NH:23][C:21](=[O:22])[C:18]2[CH:17]=[CH:16][C:15]([O:14][CH2:13][C:3]3[C:4]([C:7]4[CH:8]=[CH:9][CH:10]=[CH:11][CH:12]=4)=[N:5][O:6][C:2]=3[CH3:1])=[N:20][CH:19]=2)[CH2:25]1)=[O:33])[CH3:35]. The yield is 0.630. (2) The reactants are [CH3:1][O:2][P:3]([Cl:6])([Cl:5])=[O:4].[N:7]1[CH:12]=[CH:11][CH:10]=[CH:9][CH:8]=1. No catalyst specified. The product is [P:3]([Cl:6])([Cl:5])([O-:4])=[O:2].[CH3:1][N+:7]1[CH:12]=[CH:11][CH:10]=[CH:9][CH:8]=1. The yield is 0.270. (3) The product is [C:18]1([C:21]2[CH:22]=[CH:23][CH:24]=[CH:25][CH:26]=2)[CH:19]=[CH:20][C:15]([CH2:14][C@H:10]([NH:9][C:7]([C:6]2[CH:5]=[CH:4][C:3]([C:52]3[CH:53]=[CH:54][C:49]([C:48]([F:59])([F:58])[F:47])=[CH:50][CH:51]=3)=[CH:2][CH:38]=2)=[O:8])[C:11]([OH:13])=[O:12])=[CH:16][CH:17]=1. The reactants are Br[C:2]1[CH:3]=[CH:4][C:5](OCCCCCCC)=[C:6]([CH:38]=1)[C:7]([NH:9][C@@H:10]([CH2:14][C:15]1[CH:20]=[CH:19][C:18]([C:21]2[CH:26]=[CH:25][CH:24]=[CH:23][C:22]=2OC2C=CC(C(F)(F)F)=CC=2)=[CH:17][CH:16]=1)[C:11]([OH:13])=[O:12])=[O:8].[F:47][C:48]([F:59])([F:58])[C:49]1[CH:54]=[CH:53][C:52](B(O)O)=[CH:51][CH:50]=1. No catalyst specified. The yield is 0.850.